From a dataset of Catalyst prediction with 721,799 reactions and 888 catalyst types from USPTO. Predict which catalyst facilitates the given reaction. (1) Reactant: [Br:1][C:2]1[CH:3]=[CH:4][C:5]([CH:8]=O)=[N:6][CH:7]=1.CO.Cl.[NH2:13][OH:14].C(=O)([O-])[O-].[Na+].[Na+]. Product: [Br:1][C:2]1[CH:3]=[CH:4][C:5]([CH:8]=[N:13][OH:14])=[N:6][CH:7]=1. The catalyst class is: 6. (2) Reactant: [OH:1][CH:2]([C:29]([NH:31][O:32][CH3:33])=[O:30])[CH:3]([NH:11][C:12](=[O:28])[C:13]1[CH:18]=[CH:17][CH:16]=[N:15][C:14]=1[N:19]1[CH:27]=[C:26]2[C:21]([CH:22]=[CH:23][CH:24]=[CH:25]2)=[N:20]1)[CH2:4][C:5]1[CH:10]=[CH:9][CH:8]=[CH:7][CH:6]=1.CS(C)=O.IC1C=CC=CC=1C(O)=O.C([O-])(O)=O.[Na+]. Product: [N:20]1[N:19]([C:14]2[N:15]=[CH:16][CH:17]=[CH:18][C:13]=2[C:12]([NH:11][CH:3]([C:2](=[O:1])[C:29]([NH:31][O:32][CH3:33])=[O:30])[CH2:4][C:5]2[CH:10]=[CH:9][CH:8]=[CH:7][CH:6]=2)=[O:28])[CH:27]=[C:26]2[C:21]=1[CH:22]=[CH:23][CH:24]=[CH:25]2. The catalyst class is: 46. (3) Reactant: COC1C=CC(C[N:8](CC2C=CC(OC)=CC=2)[C:9]2[N:14]=[C:13]([C:15]3[C:16]([NH:32][C:33]4[CH:34]=[N:35][C:36]([O:39][CH3:40])=[CH:37][CH:38]=4)=[N:17][CH:18]=[C:19]([CH2:21][CH:22]4[CH2:27][CH2:26][N:25]([S:28]([CH3:31])(=[O:30])=[O:29])[CH2:24][CH2:23]4)[CH:20]=3)[N:12]=[C:11]([CH3:41])[N:10]=2)=CC=1.C(O)(C(F)(F)F)=O. Product: [CH3:40][O:39][C:36]1[N:35]=[CH:34][C:33]([NH:32][C:16]2[C:15]([C:13]3[N:12]=[C:11]([CH3:41])[N:10]=[C:9]([NH2:8])[N:14]=3)=[CH:20][C:19]([CH2:21][CH:22]3[CH2:27][CH2:26][N:25]([S:28]([CH3:31])(=[O:30])=[O:29])[CH2:24][CH2:23]3)=[CH:18][N:17]=2)=[CH:38][CH:37]=1. The catalyst class is: 501. (4) Reactant: [C:1]([C:3]1[CH:4]=[C:5]([CH:9]2[CH2:14][CH2:13][N:12](C(OC(C)(C)C)=O)[CH2:11][CH2:10]2)[CH:6]=[CH:7][CH:8]=1)#[N:2]. Product: [NH:12]1[CH2:13][CH2:14][CH:9]([C:5]2[CH:4]=[C:3]([CH:8]=[CH:7][CH:6]=2)[C:1]#[N:2])[CH2:10][CH2:11]1. The catalyst class is: 137. (5) Reactant: [C:1]([O:20][CH2:21][CH:22]([N:44]1[CH:49]=[CH:48][C:47](=O)[NH:46][C:45]1=[O:51])[CH2:23][O:24][C:25]([C:38]1[CH:43]=[CH:42][CH:41]=[CH:40][CH:39]=1)(C1C=CC=CC=1)[C:26]1[CH:31]=[CH:30][CH:29]=[CH:28][CH:27]=1)([C:14]1[CH:19]=[CH:18][CH:17]=[CH:16][CH:15]=1)(C1C=CC=CC=1)[C:2]1[CH:7]=[CH:6][CH:5]=[CH:4][CH:3]=1.C([C:55]1[CH:60]=[C:59](C(C)C)[CH:58]=[C:57](C(C)C)[C:56]=1S(Cl)(=O)=O)(C)C.CN(C1[CH:79]=[CH:78][CH:77]=[CH:76]N=1)C.CCN([CH2:85][CH3:86])CC.[NH4+:87].[OH-]. Product: [NH2:87][C:47]1[CH:48]=[CH:49][N:44]([CH:22]([CH2:23][O:24][C:25]([C:26]2[CH:27]=[CH:28][CH:29]=[CH:30][CH:31]=2)([C:38]2[CH:43]=[CH:42][CH:41]=[CH:40][CH:39]=2)[C:55]2[CH:56]=[CH:57][CH:58]=[CH:59][CH:60]=2)[CH2:21][O:20][C:1]([C:86]2[CH:85]=[CH:79][CH:78]=[CH:77][CH:76]=2)([C:14]2[CH:19]=[CH:18][CH:17]=[CH:16][CH:15]=2)[C:2]2[CH:3]=[CH:4][CH:5]=[CH:6][CH:7]=2)[C:45](=[O:51])[N:46]=1. The catalyst class is: 852. (6) Reactant: [Cl:1][C:2]1[N:3]=[N:4][C:5](Cl)=[CH:6][C:7]=1[O:8][CH3:9].[C:11](=[O:18])([O:13][C:14]([CH3:17])([CH3:16])[CH3:15])[NH2:12].C(=O)([O-])[O-].[Cs+].[Cs+].CC1(C)C2C(=C(P(C3C=CC=CC=3)C3C=CC=CC=3)C=CC=2)OC2C(P(C3C=CC=CC=3)C3C=CC=CC=3)=CC=CC1=2. Product: [Cl:1][C:2]1[N:3]=[N:4][C:5]([NH:12][C:11](=[O:18])[O:13][C:14]([CH3:17])([CH3:16])[CH3:15])=[CH:6][C:7]=1[O:8][CH3:9]. The catalyst class is: 160.